Dataset: Experimental lipophilicity measurements (octanol/water distribution) for 4,200 compounds from AstraZeneca. Task: Regression/Classification. Given a drug SMILES string, predict its absorption, distribution, metabolism, or excretion properties. Task type varies by dataset: regression for continuous measurements (e.g., permeability, clearance, half-life) or binary classification for categorical outcomes (e.g., BBB penetration, CYP inhibition). For this dataset (lipophilicity_astrazeneca), we predict Y. (1) The drug is Cc1nc(CSc2nc(N[C@H](C)CO)c3sc(N)nc3n2)cs1. The Y is 1.73 logD. (2) The drug is COc1cc2c(NC(=O)Nc3c(Cl)cccc3Cl)ncnc2cc1OCC1CCN(C)CC1. The Y is 2.70 logD. (3) The drug is O=c1oc2cc(O)ccc2cc1-c1ccc(O)cc1. The Y is 2.90 logD.